The task is: Predict which catalyst facilitates the given reaction.. This data is from Catalyst prediction with 721,799 reactions and 888 catalyst types from USPTO. (1) Reactant: C(OC(=O)[NH:7][C:8]1([C:11](=[O:36])[NH:12][C@@H:13]2[C:21]3[C:16](=[CH:17][C:18]([C:22]4[CH:27]=[C:26]([Cl:28])[CH:25]=[C:24]([F:29])[C:23]=4[C:30]4[N:34]=[C:33]([CH3:35])[O:32][N:31]=4)=[CH:19][CH:20]=3)[CH2:15][CH2:14]2)[CH2:10][CH2:9]1)(C)(C)C.FC(F)(F)C(O)=O. Product: [Cl:28][C:26]1[CH:25]=[C:24]([F:29])[C:23]([C:30]2[N:34]=[C:33]([CH3:35])[O:32][N:31]=2)=[C:22]([C:18]2[CH:17]=[C:16]3[C:21](=[CH:20][CH:19]=2)[C@@H:13]([NH:12][C:11]([C:8]2([NH2:7])[CH2:9][CH2:10]2)=[O:36])[CH2:14][CH2:15]3)[CH:27]=1. The catalyst class is: 2. (2) Reactant: [H-].[H-].[H-].[H-].[Li+].[Al+3].[F:7][C:8]1[C:9]([O:18][CH3:19])=[N:10][CH:11]=[C:12]([CH:17]=1)[C:13](OC)=[O:14]. Product: [F:7][C:8]1[CH:17]=[C:12]([CH2:13][OH:14])[CH:11]=[N:10][C:9]=1[O:18][CH3:19]. The catalyst class is: 1. (3) Reactant: [OH-].[Na+].C(OC([O:10][C:11]1[CH:16]=[CH:15][C:14]([C:17]2[C:25]3[C:20](=[CH:21][C:22]([N:26]4[CH2:31][CH2:30][N:29]([C:32]([O:34][C:35]([CH3:38])([CH3:37])[CH3:36])=[O:33])[CH2:28][CH2:27]4)=[CH:23][CH:24]=3)[N:19]([C:39]3[CH:44]=[CH:43][N:42]=[CH:41][CH:40]=3)[CH:18]=2)=[CH:13][CH:12]=1)=O)(C)(C)C.O. Product: [OH:10][C:11]1[CH:12]=[CH:13][C:14]([C:17]2[C:25]3[C:20](=[CH:21][C:22]([N:26]4[CH2:27][CH2:28][N:29]([C:32]([O:34][C:35]([CH3:38])([CH3:37])[CH3:36])=[O:33])[CH2:30][CH2:31]4)=[CH:23][CH:24]=3)[N:19]([C:39]3[CH:40]=[CH:41][N:42]=[CH:43][CH:44]=3)[CH:18]=2)=[CH:15][CH:16]=1. The catalyst class is: 5. (4) Reactant: [NH2:1][C:2](=[N:8][O:9][C:10](=O)[C:11]([N:21]1[C:29]2[C:24](=[C:25]([NH:30][C:31]([O:33][C:34]([CH3:37])([CH3:36])[CH3:35])=[O:32])[CH:26]=[CH:27][CH:28]=2)[CH:23]=[N:22]1)([C:14]1[CH:19]=[CH:18][C:17]([Cl:20])=[CH:16][CH:15]=1)[CH2:12][CH3:13])[C:3]([O:5][CH2:6][CH3:7])=[O:4].P(Cl)(Cl)(Cl)=O. Product: [C:34]([O:33][C:31]([NH:30][C:25]1[CH:26]=[CH:27][CH:28]=[C:29]2[C:24]=1[CH:23]=[N:22][N:21]2[C:11]([C:10]1[O:9][N:8]=[C:2]([C:3]([O:5][CH2:6][CH3:7])=[O:4])[N:1]=1)([C:14]1[CH:19]=[CH:18][C:17]([Cl:20])=[CH:16][CH:15]=1)[CH2:12][CH3:13])=[O:32])([CH3:37])([CH3:36])[CH3:35]. The catalyst class is: 17.